The task is: Regression/Classification. Given a drug SMILES string, predict its absorption, distribution, metabolism, or excretion properties. Task type varies by dataset: regression for continuous measurements (e.g., permeability, clearance, half-life) or binary classification for categorical outcomes (e.g., BBB penetration, CYP inhibition). Dataset: cyp3a4_veith.. This data is from CYP3A4 inhibition data for predicting drug metabolism from PubChem BioAssay. The compound is CNC(=O)[C@H](C)[C@H]1C[C@]1(C)[C@H](NC(=O)OCc1ccccc1)c1ccccc1. The result is 1 (inhibitor).